This data is from Forward reaction prediction with 1.9M reactions from USPTO patents (1976-2016). The task is: Predict the product of the given reaction. (1) Given the reactants [NH2:1][C:2]1[CH:3]=[C:4]2[C:8](=[CH:9][CH:10]=1)[NH:7][C:6](=[O:11])[CH2:5]2.Cl.[CH2:13]([CH:20]1[CH2:25][CH2:24][N:23]([CH:26]([CH3:30])[C:27](O)=[O:28])[CH2:22][CH2:21]1)[C:14]1[CH:19]=[CH:18][CH:17]=[CH:16][CH:15]=1, predict the reaction product. The product is: [CH2:13]([CH:20]1[CH2:21][CH2:22][N:23]([CH:26]([CH3:30])[C:27]([NH:1][C:2]2[CH:3]=[C:4]3[C:8](=[CH:9][CH:10]=2)[NH:7][C:6](=[O:11])[CH2:5]3)=[O:28])[CH2:24][CH2:25]1)[C:14]1[CH:19]=[CH:18][CH:17]=[CH:16][CH:15]=1. (2) Given the reactants [C:1]([C:5]1[CH:12]=[CH:11][C:8]([CH2:9][NH2:10])=[CH:7][CH:6]=1)([CH3:4])([CH3:3])[CH3:2].[OH:13][CH:14]([C:18]1[CH:27]=[CH:26][CH:25]=[C:24]2[C:19]=1[CH:20]=[CH:21][N:22]=[CH:23]2)[C:15](O)=[O:16].C1C2C(=C(CC(O)=O)C=CC=2)C=CN=1, predict the reaction product. The product is: [C:1]([C:5]1[CH:6]=[CH:7][C:8]([CH2:9][NH:10][C:15](=[O:16])[CH:14]([OH:13])[C:18]2[CH:27]=[CH:26][CH:25]=[C:24]3[C:19]=2[CH:20]=[CH:21][N:22]=[CH:23]3)=[CH:11][CH:12]=1)([CH3:4])([CH3:2])[CH3:3]. (3) Given the reactants [C:1]([CH:4](OS(C1C=CC(C)=CC=1)(=O)=O)[C:5]1[CH:10]=[CH:9][CH:8]=[CH:7][CH:6]=1)(=[O:3])[NH2:2].[C:22]([C:26]1[CH:31]=[CH:30][C:29]([CH2:32][CH2:33][C@H:34]2[C:43]3[C:38](=[CH:39][C:40]([O:46][CH3:47])=[C:41]([O:44][CH3:45])[CH:42]=3)[CH2:37][CH2:36][NH:35]2)=[CH:28][CH:27]=1)([CH3:25])([CH3:24])[CH3:23], predict the reaction product. The product is: [C:22]([C:26]1[CH:27]=[CH:28][C:29]([CH2:32][CH2:33][C@H:34]2[C:43]3[C:38](=[CH:39][C:40]([O:46][CH3:47])=[C:41]([O:44][CH3:45])[CH:42]=3)[CH2:37][CH2:36][N:35]2[C@H:4]([C:5]2[CH:6]=[CH:7][CH:8]=[CH:9][CH:10]=2)[C:1]([NH2:2])=[O:3])=[CH:30][CH:31]=1)([CH3:25])([CH3:23])[CH3:24]. (4) Given the reactants C([O:8][C:9]1[CH:32]=[CH:31][C:12]([CH2:13][N:14]2[C:22]3[C:17](=[C:18]([O:23][CH2:24][C:25]([O:27][CH2:28][CH3:29])=[O:26])[CH:19]=[CH:20][CH:21]=3)[CH:16]=[C:15]2[CH3:30])=[CH:11][C:10]=1[CH:33]([CH3:35])[CH3:34])C1C=CC=CC=1.[H][H], predict the reaction product. The product is: [OH:8][C:9]1[CH:32]=[CH:31][C:12]([CH2:13][N:14]2[C:22]3[C:17](=[C:18]([O:23][CH2:24][C:25]([O:27][CH2:28][CH3:29])=[O:26])[CH:19]=[CH:20][CH:21]=3)[CH:16]=[C:15]2[CH3:30])=[CH:11][C:10]=1[CH:33]([CH3:34])[CH3:35].